Dataset: Full USPTO retrosynthesis dataset with 1.9M reactions from patents (1976-2016). Task: Predict the reactants needed to synthesize the given product. (1) Given the product [F:25][C:22]1[CH:23]=[CH:24][C:18]2[O:17][CH:16]([C:14]([N:11]3[CH2:10][CH2:9][NH:8][CH2:13][CH2:12]3)=[O:15])[CH2:20][C:19]=2[CH:21]=1, predict the reactants needed to synthesize it. The reactants are: C(OC([N:8]1[CH2:13][CH2:12][N:11]([C:14]([CH:16]2[CH2:20][C:19]3[CH:21]=[C:22]([F:25])[CH:23]=[CH:24][C:18]=3[O:17]2)=[O:15])[CH2:10][CH2:9]1)=O)(C)(C)C.FC(F)(F)C(O)=O.C(=O)(O)[O-].[Na+]. (2) The reactants are: [N:1]1[CH:6]=[CH:5][CH:4]=[CH:3][C:2]=1[C:7]1[O:11][CH:10]=[N:9][CH:8]=1.[CH2:12]([C:19]1[CH:24]=[CH:23][C:22]([CH2:25][CH2:26][C:27](O)=[O:28])=[CH:21][CH:20]=1)[C:13]1[CH:18]=[CH:17][CH:16]=[CH:15][CH:14]=1. Given the product [O:28]=[C:27]([C:10]1[O:11][C:7]([C:2]2[CH:3]=[CH:4][CH:5]=[CH:6][N:1]=2)=[CH:8][N:9]=1)[CH2:26][CH2:25][C:22]1[CH:23]=[CH:24][C:19]([CH2:12][C:13]2[CH:18]=[CH:17][CH:16]=[CH:15][CH:14]=2)=[CH:20][CH:21]=1, predict the reactants needed to synthesize it. (3) The reactants are: [CH:1]1([C:7]2[CH:32]=[CH:31][C:10]([C:11]([N:13]3[C:19]4[CH:20]=[C:21]([C:24]([O:26]C)=[O:25])[CH:22]=[CH:23][C:18]=4[CH2:17][N:16]4[CH:28]=[CH:29][CH:30]=[C:15]4[CH2:14]3)=[O:12])=[CH:9][CH:8]=2)[CH2:6][CH2:5][CH2:4][CH2:3][CH2:2]1.[OH-].[Na+:34]. Given the product [Na+:34].[CH:1]1([C:7]2[CH:32]=[CH:31][C:10]([C:11]([N:13]3[C:19]4[CH:20]=[C:21]([C:24]([O-:26])=[O:25])[CH:22]=[CH:23][C:18]=4[CH2:17][N:16]4[CH:28]=[CH:29][CH:30]=[C:15]4[CH2:14]3)=[O:12])=[CH:9][CH:8]=2)[CH2:6][CH2:5][CH2:4][CH2:3][CH2:2]1, predict the reactants needed to synthesize it. (4) Given the product [C:1]([O:5][C:6]([N:8]1[CH2:9][CH2:10][CH:11]([O:14][C:15]2[C:24]([C:25]([OH:27])=[O:26])=[CH:23][C:22]([N+:29]([O-:31])=[O:30])=[CH:21][C:16]=2[C:17]([OH:19])=[O:18])[CH2:12][CH2:13]1)=[O:7])([CH3:4])([CH3:2])[CH3:3], predict the reactants needed to synthesize it. The reactants are: [C:1]([O:5][C:6]([N:8]1[CH2:13][CH2:12][CH:11]([O:14][C:15]2[C:24]([C:25]([O:27]C)=[O:26])=[CH:23][C:22]([N+:29]([O-:31])=[O:30])=[CH:21][C:16]=2[C:17]([O:19]C)=[O:18])[CH2:10][CH2:9]1)=[O:7])([CH3:4])([CH3:3])[CH3:2]. (5) Given the product [C:20]([N:16]1[CH2:15][CH2:14][N:13]([CH2:12][C:11]([N:8]2[CH2:9][CH2:10][N:5]([CH:1]3[CH2:2][CH2:3][CH2:4]3)[CH2:6][CH2:7]2)=[O:19])[CH2:18][CH2:17]1)(=[O:27])[C:21]1[CH:26]=[CH:25][CH:24]=[CH:23][CH:22]=1, predict the reactants needed to synthesize it. The reactants are: [CH:1]1([N:5]2[CH2:10][CH2:9][N:8]([C:11](=[O:19])[CH2:12][N:13]3[CH2:18][CH2:17][NH:16][CH2:15][CH2:14]3)[CH2:7][CH2:6]2)[CH2:4][CH2:3][CH2:2]1.[C:20](O)(=[O:27])[C:21]1[CH:26]=[CH:25][CH:24]=[CH:23][CH:22]=1.C1(C)C=CC=CC=1. (6) Given the product [CH:25]1[C:16]2[CH:17]=[CH:18][CH:19]=[CH:20][C:15]=2[CH2:21][CH2:22][CH2:23][N:24]=1, predict the reactants needed to synthesize it. The reactants are: O=P12OP3(OP(OP(O3)(O1)=O)(=O)O2)=O.[C:15]1([CH2:21][CH2:22][CH2:23][NH:24][CH:25]=O)[CH:20]=[CH:19][CH:18]=[CH:17][CH:16]=1. (7) Given the product [C:10]([C:8]1[CH:9]=[C:4]2[C:5](=[CH:6][C:7]=1[C:13]([F:14])([F:15])[F:16])[NH:17][C:24](=[O:32])[N:21]([NH:30][S:27]([CH3:26])(=[O:29])=[O:28])[C:3]2=[O:18])(=[O:12])[CH3:11], predict the reactants needed to synthesize it. The reactants are: CO[C:3](=[O:18])[C:4]1[CH:9]=[C:8]([C:10](=[O:12])[CH3:11])[C:7]([C:13]([F:16])([F:15])[F:14])=[CH:6][C:5]=1[NH2:17].CC[N:21]([CH2:24]C)CC.[CH3:26][S:27]([NH:30]N)(=[O:29])=[O:28].[OH-:32].[Na+].Cl. (8) Given the product [CH:3]1[CH:4]=[CH:5][C:6]2[CH:7]=[C:8]([NH2:20])[CH:9]=[CH:10][C:11]=2[CH:2]=1, predict the reactants needed to synthesize it. The reactants are: N[C:2]1[C:11]2[C:6](=[CH:7][CH:8]=[CH:9][CH:10]=2)[C:5](C2CCCC(=O)C=2)=[CH:4][CH:3]=1.C[N:20](C=O)C.